Dataset: Reaction yield outcomes from USPTO patents with 853,638 reactions. Task: Predict the reaction yield, written as a fraction of the theoretical maximum amount of product (1.0 means a 100% yield; for example, 0.34 means a 34% yield). (1) The reactants are [Br:1][C:2]1[C:11]2[C:6](=[CH:7][CH:8]=[C:9]([O:12]C)[CH:10]=2)[C:5](=[O:14])[N:4]([C:15]2[CH:20]=[CH:19][C:18]([O:21]C)=[CH:17][CH:16]=2)[CH:3]=1.C(Cl)Cl.B(Br)(Br)Br. The catalyst is O. The product is [Br:1][C:2]1[C:11]2[C:6](=[CH:7][CH:8]=[C:9]([OH:12])[CH:10]=2)[C:5](=[O:14])[N:4]([C:15]2[CH:20]=[CH:19][C:18]([OH:21])=[CH:17][CH:16]=2)[CH:3]=1. The yield is 0.494. (2) The reactants are [Cl:1][C:2]1[CH:3]=[C:4]([N:9]2[C:13](=[O:14])/[C:12](=[CH:15]\[C:16]3[CH:23]=[CH:22][C:19]([C:20]#[N:21])=[CH:18][CH:17]=3)/[N:11]([CH3:24])[C:10]2=[O:25])[CH:5]=[C:6]([Cl:8])[CH:7]=1.NCC(O)=O.[CH2:31]1N2CN3CN(C2)[CH2:33][N:32]1C3.C(N)CN.C1(C)C=CC(C([C@](C(O)=O)(O)[C@](C(C2C=CC(C)=CC=2)=O)(O)C(O)=O)=O)=CC=1. The catalyst is CN1CCCC1=O.C1(C)C=CC=CC=1.[Cl-].[Na+].O.C(Cl)Cl.CC(OC)(C)C.O. The product is [Cl:1][C:2]1[CH:3]=[C:4]([N:9]2[C:13](=[O:14])[C@@:12]3([C@H:15]([C:16]4[CH:17]=[CH:18][C:19]([C:20]#[N:21])=[CH:22][CH:23]=4)[CH2:33][NH:32][CH2:31]3)[N:11]([CH3:24])[C:10]2=[O:25])[CH:5]=[C:6]([Cl:8])[CH:7]=1. The yield is 0.200. (3) The reactants are [F:1][C:2]([F:21])([F:20])[C:3]([N:5]1[CH2:9][CH2:8][CH2:7][CH:6]1[C:10]1[CH:15]=[CH:14][C:13]([S:16](Cl)(=[O:18])=[O:17])=[CH:12][CH:11]=1)=[O:4].[NH2:22][C:23]1[S:24][CH:25]=[CH:26][N:27]=1. The catalyst is N1C=CC=CC=1. The product is [S:24]1[CH:25]=[CH:26][N:27]=[C:23]1[NH:22][S:16]([C:13]1[CH:14]=[CH:15][C:10]([CH:6]2[CH2:7][CH2:8][CH2:9][N:5]2[C:3](=[O:4])[C:2]([F:21])([F:20])[F:1])=[CH:11][CH:12]=1)(=[O:18])=[O:17]. The yield is 0.320.